Dataset: Full USPTO retrosynthesis dataset with 1.9M reactions from patents (1976-2016). Task: Predict the reactants needed to synthesize the given product. (1) Given the product [Cl:19][C:5]1[CH:4]=[C:3]([CH2:1][CH3:2])[N:8]=[CH:7][N:6]=1, predict the reactants needed to synthesize it. The reactants are: [CH2:1]([C:3]1[N:8]=[CH:7][N:6]=[C:5](O)[CH:4]=1)[CH3:2].C(N(CC)CC)C.P(Cl)(Cl)([Cl:19])=O. (2) Given the product [F:1][C:2]([F:7])([F:6])[C:3]([OH:5])=[O:4].[F:8][C:9]([F:14])([F:13])[C:10]([OH:12])=[O:11].[Cl:22][C:23]1[CH:24]=[N:25][C:26]2[NH:27][C:28]3[CH:29]=[N:30][CH:31]=[C:32]([CH:54]=3)[CH2:33][CH2:34][C:35]3[CH:43]=[C:39]([NH:40][C:41]=1[N:42]=2)[CH:38]=[CH:37][C:36]=3[NH:44][C:45](=[O:53])[CH2:46][CH:47]1[CH2:52][CH2:51][N:50]([C:63]([NH:62][C:57]2[CH:58]=[CH:59][CH:60]=[CH:61][C:56]=2[F:55])=[O:64])[CH2:49][CH2:48]1, predict the reactants needed to synthesize it. The reactants are: [F:1][C:2]([F:7])([F:6])[C:3]([OH:5])=[O:4].[F:8][C:9]([F:14])([F:13])[C:10]([OH:12])=[O:11].FC(F)(F)C(O)=O.[Cl:22][C:23]1[CH:24]=[N:25][C:26]2[NH:27][C:28]3[CH:29]=[N:30][CH:31]=[C:32]([CH:54]=3)[CH2:33][CH2:34][C:35]3[CH:43]=[C:39]([NH:40][C:41]=1[N:42]=2)[CH:38]=[CH:37][C:36]=3[NH:44][C:45](=[O:53])[CH2:46][CH:47]1[CH2:52][CH2:51][NH:50][CH2:49][CH2:48]1.[F:55][C:56]1[CH:61]=[CH:60][CH:59]=[CH:58][C:57]=1[N:62]=[C:63]=[O:64]. (3) Given the product [CH:1]1[C:13]2[CH:12]([CH2:14][O:15][C:16]([N:18]3[CH2:23][C@@H:22]([C:24](=[O:47])[NH:25][CH2:26][C:27]4([CH2:41][CH2:42][CH2:43][CH2:44][O:45][CH3:46])[C:40]5[CH:39]=[CH:38][CH:37]=[CH:36][C:35]=5[O:34][C:33]5[C:28]4=[CH:29][CH:30]=[CH:31][CH:32]=5)[CH2:21][C@@H:20]([NH:48][CH2:53][CH3:54])[CH2:19]3)=[O:17])[C:11]3[C:6](=[CH:7][CH:8]=[CH:9][CH:10]=3)[C:5]=2[CH:4]=[CH:3][CH:2]=1, predict the reactants needed to synthesize it. The reactants are: [CH:1]1[C:13]2[CH:12]([CH2:14][O:15][C:16]([N:18]3[CH2:23][C@@H:22]([C:24](=[O:47])[NH:25][CH2:26][C:27]4([CH2:41][CH2:42][CH2:43][CH2:44][O:45][CH3:46])[C:40]5[CH:39]=[CH:38][CH:37]=[CH:36][C:35]=5[O:34][C:33]5[C:28]4=[CH:29][CH:30]=[CH:31][CH:32]=5)[CH2:21][C@@H:20]([NH2:48])[CH2:19]3)=[O:17])[C:11]3[C:6](=[CH:7][CH:8]=[CH:9][CH:10]=3)[C:5]=2[CH:4]=[CH:3][CH:2]=1.C([BH3-])#N.[Na+].[CH:53](=O)[CH3:54]. (4) The reactants are: [CH3:1][Si]([N-][Si](C)(C)C)(C)C.[K+].[C:11]([O:15][C:16](=[O:23])[NH:17][C:18]([CH3:22])([CH3:21])[CH:19]=O)([CH3:14])([CH3:13])[CH3:12].O. Given the product [C:11]([O:15][C:16](=[O:23])[NH:17][C:18]([CH3:22])([CH3:21])[CH:19]=[CH2:1])([CH3:14])([CH3:13])[CH3:12], predict the reactants needed to synthesize it. (5) Given the product [C:22]1([NH:18][C:14]([C:11]2[CH:12]=[N:13][C:8]([C:4]3[CH:5]=[CH:6][CH:7]=[C:2]([F:1])[CH:3]=3)=[N:9][CH:10]=2)=[O:16])[CH:23]=[CH:24][CH:25]=[CH:26][CH:21]=1, predict the reactants needed to synthesize it. The reactants are: [F:1][C:2]1[CH:3]=[C:4]([C:8]2[N:13]=[CH:12][C:11]([C:14]([OH:16])=O)=[CH:10][N:9]=2)[CH:5]=[CH:6][CH:7]=1.O[N:18]1[C:22]2[CH:23]=[CH:24][CH:25]=[CH:26][C:21]=2N=N1.C1CCC(N=C=NC2CCCCC2)CC1.NC1C=CC=CC=1.C(O)C(N)(CO)CO. (6) Given the product [C:17]1([S:23]([CH:7]([NH:10][C:9](=[O:16])[O:11][C:12]([CH3:15])([CH3:14])[CH3:13])[C:3]2[CH:2]=[N:1][CH:6]=[CH:5][CH:4]=2)(=[O:25])=[O:24])[CH:22]=[CH:21][CH:20]=[CH:19][CH:18]=1, predict the reactants needed to synthesize it. The reactants are: [N:1]1[CH:6]=[CH:5][CH:4]=[C:3]([CH:7]=O)[CH:2]=1.[C:9](=[O:16])([O:11][C:12]([CH3:15])([CH3:14])[CH3:13])[NH2:10].[C:17]1([S:23]([O-:25])=[O:24])[CH:22]=[CH:21][CH:20]=[CH:19][CH:18]=1.[Na+].C(O)=O. (7) Given the product [Cl:1][C:2]1[CH:3]=[C:4]([C:8]2[O:9][C:10]([CH3:36])=[C:11]([CH2:13][N:14]3[C:22]4[C:17](=[CH:18][C:19]([C:23]([OH:32])([C:28]([F:29])([F:30])[F:31])[C:24]([F:25])([F:26])[F:27])=[CH:20][CH:21]=4)[C:16]([CH2:33][OH:34])=[C:15]3[CH3:35])[N:12]=2)[CH:5]=[CH:6][CH:7]=1, predict the reactants needed to synthesize it. The reactants are: [Cl:1][C:2]1[CH:3]=[C:4]([C:8]2[O:9][C:10]([CH3:36])=[C:11]([CH2:13][N:14]3[C:22]4[C:17](=[CH:18][C:19]([C:23]([OH:32])([C:28]([F:31])([F:30])[F:29])[C:24]([F:27])([F:26])[F:25])=[CH:20][CH:21]=4)[C:16]([CH:33]=[O:34])=[C:15]3[CH3:35])[N:12]=2)[CH:5]=[CH:6][CH:7]=1.[H-].[H-].[H-].[H-].[Li+].[Al+3].CCOCC.O.